Dataset: NCI-60 drug combinations with 297,098 pairs across 59 cell lines. Task: Regression. Given two drug SMILES strings and cell line genomic features, predict the synergy score measuring deviation from expected non-interaction effect. Drug 1: CC1=C2C(C(=O)C3(C(CC4C(C3C(C(C2(C)C)(CC1OC(=O)C(C(C5=CC=CC=C5)NC(=O)OC(C)(C)C)O)O)OC(=O)C6=CC=CC=C6)(CO4)OC(=O)C)OC)C)OC. Drug 2: COC1=C2C(=CC3=C1OC=C3)C=CC(=O)O2. Cell line: LOX IMVI. Synergy scores: CSS=10.9, Synergy_ZIP=-5.18, Synergy_Bliss=-11.6, Synergy_Loewe=-43.5, Synergy_HSA=-12.4.